This data is from Forward reaction prediction with 1.9M reactions from USPTO patents (1976-2016). The task is: Predict the product of the given reaction. (1) Given the reactants [BH4-].[Na+].[Cl:3][C:4]1[CH:5]=[CH:6][C:7]([O:12][CH2:13][O:14][CH2:15][CH2:16][O:17][CH3:18])=[C:8]([CH:11]=1)[CH:9]=[O:10], predict the reaction product. The product is: [Cl:3][C:4]1[CH:5]=[CH:6][C:7]([O:12][CH2:13][O:14][CH2:15][CH2:16][O:17][CH3:18])=[C:8]([CH2:9][OH:10])[CH:11]=1. (2) Given the reactants [F:1][C:2]([F:46])([F:45])[C:3]1[CH:4]=[C:5]([CH:38]=[C:39]([C:41]([F:44])([F:43])[F:42])[CH:40]=1)[C:6]([N:8]1[CH2:13][CH2:12][N:11]([CH2:14][C:15]#[C:16][CH2:17][N:18]2[CH2:23][CH2:22][O:21][CH2:20][C@H:19]2[C:24]([O:26]CC)=[O:25])[CH2:10][C@H:9]1[CH2:29][C:30]1[CH:35]=[CH:34][C:33]([CH3:36])=[C:32]([CH3:37])[CH:31]=1)=[O:7].[OH-].[Na+], predict the reaction product. The product is: [F:44][C:41]([F:42])([F:43])[C:39]1[CH:38]=[C:5]([CH:4]=[C:3]([C:2]([F:1])([F:46])[F:45])[CH:40]=1)[C:6]([N:8]1[CH2:13][CH2:12][N:11]([CH2:14][C:15]#[C:16][CH2:17][N:18]2[CH2:23][CH2:22][O:21][CH2:20][C@H:19]2[C:24]([OH:26])=[O:25])[CH2:10][C@H:9]1[CH2:29][C:30]1[CH:35]=[CH:34][C:33]([CH3:36])=[C:32]([CH3:37])[CH:31]=1)=[O:7]. (3) Given the reactants [CH:1]1[C:10]2[C:5](=[CH:6][CH:7]=[CH:8][CH:9]=2)[CH:4]=[CH:3][C:2]=1[C:11]1[CH:18]=[CH:17][CH:16]=[CH:15][C:12]=1[CH2:13]O.O=S(Cl)[Cl:21], predict the reaction product. The product is: [CH:1]1[C:10]2[C:5](=[CH:6][CH:7]=[CH:8][CH:9]=2)[CH:4]=[CH:3][C:2]=1[C:11]1[CH:18]=[CH:17][CH:16]=[CH:15][C:12]=1[CH2:13][Cl:21]. (4) Given the reactants [F:1][C:2]1[CH:3]=[C:4]([CH:22]=[CH:23][CH:24]=1)[CH2:5][O:6][C:7]1[CH:12]=[CH:11][C:10]([N:13]2[C:17](=[O:18])[CH2:16][C@@H:15]([C:19](O)=[O:20])[CH2:14]2)=[CH:9][CH:8]=1.C(N1C=CN=C1)([N:27]1C=CN=C1)=O.C([O-])(=O)C.[NH4+].O, predict the reaction product. The product is: [F:1][C:2]1[CH:3]=[C:4]([CH:22]=[CH:23][CH:24]=1)[CH2:5][O:6][C:7]1[CH:12]=[CH:11][C:10]([N:13]2[C:17](=[O:18])[CH2:16][C@@H:15]([C:19]([NH2:27])=[O:20])[CH2:14]2)=[CH:9][CH:8]=1. (5) Given the reactants [CH2:1]([NH2:8])[C:2]1[CH:7]=[CH:6][CH:5]=[CH:4][CH:3]=1.[CH3:9][O:10][C:11]1[CH:12]=[C:13]([CH:19]2[CH2:24][CH2:23][N:22]([C:25]3[C:26]([CH3:39])=[C:27]([CH3:38])[C:28]4[O:32][C:31]([CH3:34])([CH3:33])[CH:30](O)[C:29]=4[C:36]=3[CH3:37])[CH2:21][CH2:20]2)[CH:14]=[CH:15][C:16]=1[O:17][CH3:18], predict the reaction product. The product is: [CH2:1]([NH:8][CH:30]1[C:29]2[C:36]([CH3:37])=[C:25]([N:22]3[CH2:21][CH2:20][CH:19]([C:13]4[CH:14]=[CH:15][C:16]([O:17][CH3:18])=[C:11]([O:10][CH3:9])[CH:12]=4)[CH2:24][CH2:23]3)[C:26]([CH3:39])=[C:27]([CH3:38])[C:28]=2[O:32][C:31]1([CH3:34])[CH3:33])[C:2]1[CH:7]=[CH:6][CH:5]=[CH:4][CH:3]=1.